Dataset: Full USPTO retrosynthesis dataset with 1.9M reactions from patents (1976-2016). Task: Predict the reactants needed to synthesize the given product. (1) Given the product [CH2:35]([C:34]1[CH:33]=[CH:32][CH:31]=[C:30]([CH2:37][CH3:38])[C:29]=1[C:11]1[N:10]=[C:9]([N:6]2[CH2:7][CH2:8][C:3]([CH2:2][NH:1][C:46](=[O:48])[CH3:47])([OH:39])[CH2:4][CH2:5]2)[C:14]([CH2:15][N:16]([CH3:27])[C@@H:17]2[C:26]3[C:21](=[CH:22][CH:23]=[CH:24][CH:25]=3)[CH2:20][CH2:19][CH2:18]2)=[C:13]([CH3:28])[N:12]=1)[CH3:36], predict the reactants needed to synthesize it. The reactants are: [NH2:1][CH2:2][C:3]1([OH:39])[CH2:8][CH2:7][N:6]([C:9]2[C:14]([CH2:15][N:16]([CH3:27])[C@@H:17]3[C:26]4[C:21](=[CH:22][CH:23]=[CH:24][CH:25]=4)[CH2:20][CH2:19][CH2:18]3)=[C:13]([CH3:28])[N:12]=[C:11]([C:29]3[C:34]([CH2:35][CH3:36])=[CH:33][CH:32]=[CH:31][C:30]=3[CH2:37][CH3:38])[N:10]=2)[CH2:5][CH2:4]1.C([O-])([O-])=O.[K+].[K+].[C:46](OC(=O)C)(=[O:48])[CH3:47].C([O-])(O)=O.[Na+]. (2) Given the product [N+:16]([C:13]1[CH:14]=[CH:15][C:10]([N:1]2[CH2:7][CH2:6][CH2:5][CH:4]([OH:8])[CH2:3][CH2:2]2)=[CH:11][CH:12]=1)([O-:18])=[O:17], predict the reactants needed to synthesize it. The reactants are: [NH:1]1[CH2:7][CH2:6][CH2:5][CH:4]([OH:8])[CH2:3][CH2:2]1.F[C:10]1[CH:15]=[CH:14][C:13]([N+:16]([O-:18])=[O:17])=[CH:12][CH:11]=1.C([O-])([O-])=O.[Cs+].[Cs+].CN(C=O)C. (3) Given the product [F:21][C:22]1[C:27]([C:6](=[O:8])[CH2:5][C:4]([O:3][CH2:1][CH3:2])=[O:9])=[CH:26][CH:25]=[CH:24][N:23]=1, predict the reactants needed to synthesize it. The reactants are: [CH2:1]([O:3][C:4](=[O:9])[CH2:5][C:6]([O-:8])=O)[CH3:2].[K+].C(N(CC)CC)C.[Cl-].[Mg+2].[Cl-].[F:21][C:22]1[C:27](C(Cl)=O)=[CH:26][CH:25]=[CH:24][N:23]=1.